This data is from Reaction yield outcomes from USPTO patents with 853,638 reactions. The task is: Predict the reaction yield, written as a fraction of the theoretical maximum amount of product (1.0 means a 100% yield; for example, 0.34 means a 34% yield). (1) The reactants are [F:1][CH:2]([F:11])[O:3][C:4]1[CH:9]=[CH:8][C:7](I)=[CH:6][CH:5]=1.[C:12]([C:14]1[CH:15]=[CH:16][C:17]([F:25])=[C:18]([CH2:20][CH2:21][CH2:22][C:23]#[N:24])[CH:19]=1)#[CH:13]. The catalyst is CN(C=O)C.Cl[Pd](Cl)([P](C1C=CC=CC=1)(C1C=CC=CC=1)C1C=CC=CC=1)[P](C1C=CC=CC=1)(C1C=CC=CC=1)C1C=CC=CC=1.[Cu](I)I. The product is [F:1][CH:2]([F:11])[O:3][C:4]1[CH:9]=[CH:8][C:7]([C:13]#[C:12][C:14]2[CH:15]=[CH:16][C:17]([F:25])=[C:18]([CH2:20][CH2:21][CH2:22][C:23]#[N:24])[CH:19]=2)=[CH:6][CH:5]=1. The yield is 0.900. (2) The reactants are C([Si](C)(C)[O:6][CH2:7][CH2:8][N:9]([CH2:48][CH2:49][O:50][Si](C)(C)C(C)(C)C)[C:10]1[N:15]=[C:14]([N:16]2[CH2:21][CH2:20][N:19]([C:22]3[CH:27]=[CH:26][C:25]([NH:28][C:29](=[O:47])[C:30](=[O:46])[C:31]4[N:39]5[C:34]([CH:35]=[CH:36][CH:37]=[CH:38]5)=[CH:33][C:32]=4[C:40]4[CH:45]=[CH:44][CH:43]=[CH:42][CH:41]=4)=[CH:24][CH:23]=3)[CH2:18][CH2:17]2)[CH:13]=[CH:12][CH:11]=1)(C)(C)C.[F-].C([N+](CCCC)(CCCC)CCCC)CCC. The catalyst is C1COCC1. The product is [OH:6][CH2:7][CH2:8][N:9]([CH2:48][CH2:49][OH:50])[C:10]1[N:15]=[C:14]([N:16]2[CH2:17][CH2:18][N:19]([C:22]3[CH:27]=[CH:26][C:25]([NH:28][C:29](=[O:47])[C:30](=[O:46])[C:31]4[N:39]5[C:34]([CH:35]=[CH:36][CH:37]=[CH:38]5)=[CH:33][C:32]=4[C:40]4[CH:41]=[CH:42][CH:43]=[CH:44][CH:45]=4)=[CH:24][CH:23]=3)[CH2:20][CH2:21]2)[CH:13]=[CH:12][CH:11]=1. The yield is 0.360. (3) The reactants are Br[C:2]1[CH:3]=[C:4]2[C:8](=[C:9]([C:11]([NH2:13])=[O:12])[CH:10]=1)[NH:7][CH:6]=[C:5]2[CH:14]1[CH2:18][CH2:17][S:16](=[O:20])(=[O:19])[CH2:15]1.[S:21]1[C:25]2[CH:26]=[CH:27][C:28](B(O)O)=[CH:29][C:24]=2[CH:23]=[CH:22]1.C(=O)([O-])[O-].[K+].[K+]. The catalyst is O1CCOCC1.O.C1C=CC(P(C2C=CC=CC=2)[C-]2C=CC=C2)=CC=1.C1C=CC(P(C2C=CC=CC=2)[C-]2C=CC=C2)=CC=1.Cl[Pd]Cl.[Fe+2]. The product is [S:21]1[C:25]2[CH:26]=[CH:27][C:28]([C:2]3[CH:3]=[C:4]4[C:8](=[C:9]([C:11]([NH2:13])=[O:12])[CH:10]=3)[NH:7][CH:6]=[C:5]4[CH:14]3[CH2:18][CH2:17][S:16](=[O:20])(=[O:19])[CH2:15]3)=[CH:29][C:24]=2[CH:23]=[CH:22]1. The yield is 0.670. (4) The catalyst is C(OCC)(=O)C.C([O-])(=O)C.C([O-])(=O)C.[Cu+2]. The product is [CH3:20][Si:19]([CH3:22])([CH3:21])[CH2:18][CH2:17][O:16][CH2:15][N:12]1[C:8]2=[N:9][CH:10]=[CH:11][C:6]([C:4]3[CH:5]=[N:1][N:2]([C:29]4[CH:30]=[C:25]([CH:26]=[CH:27][CH:28]=4)[C:23]#[N:24])[CH:3]=3)=[C:7]2[CH:14]=[CH:13]1. The yield is 0.920. The reactants are [NH:1]1[CH:5]=[C:4]([C:6]2[CH:11]=[CH:10][N:9]=[C:8]3[N:12]([CH2:15][O:16][CH2:17][CH2:18][Si:19]([CH3:22])([CH3:21])[CH3:20])[CH:13]=[CH:14][C:7]=23)[CH:3]=[N:2]1.[C:23]([C:25]1[CH:26]=[C:27](B(O)O)[CH:28]=[CH:29][CH:30]=1)#[N:24].CN(C=O)C.N1C=CC=CC=1. (5) The reactants are [NH2:1][C:2]1[C:7]([CH3:8])=[CH:6][C:5]([N:9]([CH2:12][CH3:13])[CH2:10][CH3:11])=[CH:4][C:3]=1[S:14]S(=O)(=O)O.[OH:19][C:20]1[C:29]2[C:24](=[CH:25][CH:26]=[C:27]([OH:30])[CH:28]=2)[CH:23]=[CH:22][CH:21]=1.[Cr](O[Cr]([O-])(=O)=O)([O-])(=O)=O.[K+].[K+].Cl. The catalyst is CS(C)=O.CO. The product is [CH2:10]([N:9]([CH2:12][CH3:13])[C:5]1[CH:4]=[C:3]2[C:2](=[C:7]([CH3:8])[CH:6]=1)[N:1]=[C:23]1[C:22](=[CH:21][C:20](=[O:19])[C:29]3[CH:28]=[C:27]([OH:30])[CH:26]=[CH:25][C:24]=31)[S:14]2)[CH3:11]. The yield is 0.730. (6) The reactants are [NH2:1][C:2]1[CH:11]=[CH:10][C:9]([C:12]([C:14]2[N:22]3[C:17]([CH:18]=[CH:19][CH:20]=[CH:21]3)=[C:16](Br)[C:15]=2[CH3:24])=[O:13])=[CH:8][C:3]=1[C:4]([O:6][CH3:7])=[O:5].[C:25]([O:29][C:30](=[O:48])[CH2:31][O:32][C:33]1[CH:38]=[CH:37][CH:36]=[C:35](B2OC(C)(C)C(C)(C)O2)[CH:34]=1)([CH3:28])([CH3:27])[CH3:26].P([O-])([O-])([O-])=O.[K+].[K+].[K+]. The catalyst is C1C=CC(P(C2C=CC=CC=2)[C-]2C=CC=C2)=CC=1.C1C=CC(P(C2C=CC=CC=2)[C-]2C=CC=C2)=CC=1.Cl[Pd]Cl.[Fe+2].COCCOC. The product is [NH2:1][C:2]1[CH:11]=[CH:10][C:9]([C:12]([C:14]2[N:22]3[C:17]([CH:18]=[CH:19][CH:20]=[CH:21]3)=[C:16]([C:37]3[CH:36]=[CH:35][CH:34]=[C:33]([O:32][CH2:31][C:30]([O:29][C:25]([CH3:28])([CH3:27])[CH3:26])=[O:48])[CH:38]=3)[C:15]=2[CH3:24])=[O:13])=[CH:8][C:3]=1[C:4]([O:6][CH3:7])=[O:5]. The yield is 0.770. (7) The reactants are Br[CH2:2][C:3]([C:5]12[CH2:14][CH:9]3[CH2:10][CH:11]([CH2:13][CH:7]([CH2:8]3)[CH2:6]1)[CH2:12]2)=[O:4].[SH:15][C:16]1[S:17][CH:18]=[CH:19][CH:20]=1.C(N(CC)CC)C. The catalyst is C(#N)C. The product is [C:5]12([C:3](=[O:4])[CH2:2][S:15][C:16]3[S:17][CH:18]=[CH:19][CH:20]=3)[CH2:14][CH:9]3[CH2:10][CH:11]([CH2:13][CH:7]([CH2:8]3)[CH2:6]1)[CH2:12]2. The yield is 0.860. (8) The reactants are [Li]CCCC.[Si]([CH:10]=[N+:11]=[N-:12])(C)(C)C.[O:13]=[C:14]1[N:18]([C:19]([O:21][C:22]([CH3:25])([CH3:24])[CH3:23])=[O:20])[C@H:17]([C:26]([O:28][CH2:29][CH3:30])=[O:27])[CH2:16][CH2:15]1. The catalyst is C1COCC1. The product is [C:22]([O:21][C:19]([NH:18][C@@H:17]([CH2:16][CH2:15][C:14](=[O:13])[CH:10]=[N+:11]=[N-:12])[C:26]([O:28][CH2:29][CH3:30])=[O:27])=[O:20])([CH3:23])([CH3:25])[CH3:24]. The yield is 0.750. (9) The reactants are [CH2:1]([O:3][C:4](=[O:18])[C:5]1[CH:10]=[C:9]([N+:11]([O-:13])=[O:12])[CH:8]=[C:7]([N+:14]([O-:16])=[O:15])[C:6]=1[CH3:17])[CH3:2].CO[CH:21]([N:24]([CH3:26])[CH3:25])OC. The catalyst is CN(C=O)C. The product is [CH2:1]([O:3][C:4](=[O:18])[C:5]1[CH:10]=[C:9]([N+:11]([O-:13])=[O:12])[CH:8]=[C:7]([N+:14]([O-:16])=[O:15])[C:6]=1[CH:17]=[CH:21][N:24]([CH3:26])[CH3:25])[CH3:2]. The yield is 0.480. (10) The reactants are Br[C:2]1[CH:7]=[CH:6][CH:5]=[C:4]([Br:8])[N:3]=1.C([Mg]Cl)(C)C.[O:14]1[CH:18]=[CH:17][CH:16]=[C:15]1[C:19]1[N:20]=[C:21]([NH:30][C:31]([C:33]2[CH:38]=[CH:37][N:36]=[CH:35][CH:34]=2)=[O:32])[S:22][C:23]=1[C:24](=[O:29])N(OC)C.[Cl-].[NH4+]. The catalyst is C1COCC1. The product is [Br:8][C:4]1[N:3]=[C:2]([C:24]([C:23]2[S:22][C:21]([NH:30][C:31]([C:33]3[CH:34]=[CH:35][N:36]=[CH:37][CH:38]=3)=[O:32])=[N:20][C:19]=2[C:15]2[O:14][CH:18]=[CH:17][CH:16]=2)=[O:29])[CH:7]=[CH:6][CH:5]=1. The yield is 0.310.